This data is from Peptide-MHC class II binding affinity with 134,281 pairs from IEDB. The task is: Regression. Given a peptide amino acid sequence and an MHC pseudo amino acid sequence, predict their binding affinity value. This is MHC class II binding data. (1) The peptide sequence is VLAGWLFHVRGARR. The MHC is DRB1_1501 with pseudo-sequence DRB1_1501. The binding affinity (normalized) is 0.412. (2) The peptide sequence is HELQIVDKIDAAFKI. The MHC is DRB1_0701 with pseudo-sequence DRB1_0701. The binding affinity (normalized) is 0.752. (3) The peptide sequence is TPFPHRKGVLFNIQY. The MHC is HLA-DQA10401-DQB10402 with pseudo-sequence HLA-DQA10401-DQB10402. The binding affinity (normalized) is 0.161. (4) The peptide sequence is KEIYNYMEPYVSKNP. The MHC is DRB1_1201 with pseudo-sequence DRB1_1201. The binding affinity (normalized) is 0.266. (5) The peptide sequence is SSTVKLRQNEFGPAR. The MHC is H-2-IAb with pseudo-sequence H-2-IAb. The binding affinity (normalized) is 0.